From a dataset of Forward reaction prediction with 1.9M reactions from USPTO patents (1976-2016). Predict the product of the given reaction. (1) The product is: [Cl:1][C:2]1[CH:7]=[CH:6][CH:5]=[CH:4][C:3]=1[C:8]1[N:9]=[C:10]([NH:13][C:22]([C@H:21]([CH2:25][CH:26]([CH3:28])[CH3:27])[CH2:20][C:19]([OH:29])=[O:18])=[O:23])[S:11][CH:12]=1.[C:14]([O:18][C:19](=[O:29])[CH2:20][C@@H:21]([CH2:25][CH:26]([CH3:27])[CH3:28])[C:22]([OH:24])=[O:23])([CH3:17])([CH3:16])[CH3:15]. Given the reactants [Cl:1][C:2]1[CH:7]=[CH:6][CH:5]=[CH:4][C:3]=1[C:8]1[N:9]=[C:10]([NH2:13])[S:11][CH:12]=1.[C:14]([O:18][C:19](=[O:29])[CH2:20][C@@H:21]([CH2:25][CH:26]([CH3:28])[CH3:27])[C:22]([OH:24])=[O:23])([CH3:17])([CH3:16])[CH3:15].COC([C@H](CC(C)C)CC(O)=O)=O, predict the reaction product. (2) Given the reactants C[O:2][C:3]1[CH:16]=[C:15]2[C:6]([CH:7]([CH3:29])[N:8]([S:17]([C:20]3[CH:25]=[CH:24][C:23]([O:26]C)=[C:22]([CH3:28])[CH:21]=3)(=[O:19])=[O:18])[C:9]3[CH:10]=[CH:11][CH:12]=[CH:13][C:14]=32)=[CH:5][CH:4]=1.B(Cl)(Cl)Cl.ClCCl, predict the reaction product. The product is: [OH:26][C:23]1[CH:24]=[CH:25][C:20]([S:17]([N:8]2[CH:7]([CH3:29])[C:6]3[C:15](=[CH:16][C:3]([OH:2])=[CH:4][CH:5]=3)[C:14]3[CH:13]=[CH:12][CH:11]=[CH:10][C:9]2=3)(=[O:19])=[O:18])=[CH:21][C:22]=1[CH3:28]. (3) Given the reactants [O:1]1[CH:5]=[CH:4][CH:3]=[C:2]1[C:6]1[N:11]=[C:10](S(C)(=O)=O)[N:9]=[C:8]([NH2:16])[CH:7]=1.[NH:17]1[CH:21]=[CH:20][CH:19]=[N:18]1.C(=O)([O-])[O-].[Cs+].[Cs+].O, predict the reaction product. The product is: [O:1]1[CH:5]=[CH:4][CH:3]=[C:2]1[C:6]1[N:11]=[C:10]([N:17]2[CH:21]=[CH:20][CH:19]=[N:18]2)[N:9]=[C:8]([NH2:16])[CH:7]=1. (4) Given the reactants [Br:1][C:2]1[CH:7]=[C:6]([N+:8]([O-])=O)[CH:5]=[C:4]([O:11][CH3:12])[CH:3]=1.[Cl-].[NH4+], predict the reaction product. The product is: [Br:1][C:2]1[CH:7]=[C:6]([CH:5]=[C:4]([O:11][CH3:12])[CH:3]=1)[NH2:8]. (5) Given the reactants [Br:1][C:2]1[CH:3]=[CH:4][C:5]([F:19])=[C:6]([CH:8](Cl)[C:9]2[S:10][C:11]3[CH:17]=[CH:16][CH:15]=[CH:14][C:12]=3[CH:13]=2)[CH:7]=1.[BH4-].[Na+].[OH-].[Na+].Cl, predict the reaction product. The product is: [Br:1][C:2]1[CH:3]=[CH:4][C:5]([F:19])=[C:6]([CH:7]=1)[CH2:8][C:9]1[S:10][C:11]2[CH:17]=[CH:16][CH:15]=[CH:14][C:12]=2[CH:13]=1. (6) Given the reactants [N:1]1[CH:6]=[CH:5][CH:4]=[N:3][C:2]=1[C:7]1[CH:8]=[CH:9][C:10](=[O:13])[NH:11][CH:12]=1.[I:14]N1C(=O)CCC1=O, predict the reaction product. The product is: [I:14][C:9]1[C:10](=[O:13])[NH:11][CH:12]=[C:7]([C:2]2[N:3]=[CH:4][CH:5]=[CH:6][N:1]=2)[CH:8]=1. (7) Given the reactants [CH3:1][O:2][C:3]([CH3:12])([CH3:11])[CH2:4][CH2:5][O:6][CH2:7][C:8]([OH:10])=[O:9].[C:13]1(C)C=CC(S(O)(=O)=O)=CC=1.C(OCC)C, predict the reaction product. The product is: [CH3:1][O:2][C:3]([CH3:12])([CH3:11])[CH2:4][CH2:5][O:6][CH2:7][C:8]([O:10][CH3:13])=[O:9].